From a dataset of Full USPTO retrosynthesis dataset with 1.9M reactions from patents (1976-2016). Predict the reactants needed to synthesize the given product. (1) Given the product [CH2:36]([C:11]1[C:12]([NH:17][C@H:18]2[C@@H:22]([O:23][CH2:24][CH3:25])[CH2:21][N:20]([C:26]([O:28][CH2:29][C:30]3[CH:31]=[CH:32][CH:33]=[CH:34][CH:35]=3)=[O:27])[CH2:19]2)=[N:13][C:14]([CH2:15][CH3:16])=[C:9]([C:42]2[CH:43]=[CH:44][C:45]([O:47][CH3:48])=[CH:46][C:41]=2[CH3:40])[N:10]=1)[CH3:37], predict the reactants needed to synthesize it. The reactants are: CN(C)C1N=CC([C:9]2[N:10]=[C:11]([CH2:36][CH3:37])[C:12]([NH:17][C@H:18]3[C@@H:22]([O:23][CH2:24][CH3:25])[CH2:21][N:20]([C:26]([O:28][CH2:29][C:30]4[CH:35]=[CH:34][CH:33]=[CH:32][CH:31]=4)=[O:27])[CH2:19]3)=[N:13][C:14]=2[CH2:15][CH3:16])=C(C)C=1.[CH3:40][C:41]1[CH:46]=[C:45]([O:47][CH3:48])[CH:44]=[CH:43][C:42]=1B(O)O. (2) Given the product [C:5]([C:4]1[CH:13]([C:14]2[CH:15]=[CH:16][CH:17]=[C:18]3[C:23]=2[O:22][C:21]([CH3:24])=[CH:20][C:19]3=[O:25])[C:31]([C:32]([O:34][CH2:35][CH3:36])=[O:33])=[C:30]([CH3:37])[NH:29][C:3]=1[C:2]([F:28])([F:1])[F:27])(=[O:6])[C:7]1[CH:12]=[CH:11][CH:10]=[CH:9][CH:8]=1, predict the reactants needed to synthesize it. The reactants are: [F:1][C:2]([F:28])([F:27])[C:3](=O)[C:4](=[CH:13][C:14]1[CH:15]=[CH:16][CH:17]=[C:18]2[C:23]=1[O:22][C:21]([CH3:24])=[CH:20][C:19]2=[O:25])[C:5]([C:7]1[CH:12]=[CH:11][CH:10]=[CH:9][CH:8]=1)=[O:6].[NH2:29]/[C:30](/[CH3:37])=[CH:31]\[C:32]([O:34][CH2:35][CH3:36])=[O:33]. (3) Given the product [C:8]([C:6]1[CH:7]=[C:2]([CH3:1])[C:3]([C:15]2[C:16](=[O:28])[N:17]([CH3:29])[C:18]3([CH2:21][CH2:22][N:23]([O:26][CH3:27])[CH2:24][CH2:25]3)[C:19]=2[OH:20])=[C:4]([CH3:14])[CH:5]=1)#[CH:9], predict the reactants needed to synthesize it. The reactants are: [CH3:1][C:2]1[CH:7]=[C:6]([C:8]#[C:9][Si](C)(C)C)[CH:5]=[C:4]([CH3:14])[C:3]=1[C:15]1[C:16](=[O:28])[NH:17][C:18]2([CH2:25][CH2:24][N:23]([O:26][CH3:27])[CH2:22][CH2:21]2)[C:19]=1[OH:20].[C:29](=O)([O-])[O-].[K+].[K+]. (4) Given the product [C:37]1([C:40]2[CH:41]=[CH:42][CH:43]=[CH:44][CH:45]=2)[CH:36]=[CH:35][C:34]([CH2:33][NH:32][C:22](=[O:24])[C:21]2[CH:25]=[CH:26][C:18]([C:16]3[CH:15]=[N:14][C:10]4[NH:11][CH2:12][CH2:13][N:8]([CH2:7][C:6]5[CH:27]=[C:2]([Cl:1])[CH:3]=[CH:4][C:5]=5[C:28]([F:31])([F:29])[F:30])[C:9]=4[CH:17]=3)=[CH:19][CH:20]=2)=[CH:39][CH:38]=1, predict the reactants needed to synthesize it. The reactants are: [Cl:1][C:2]1[CH:3]=[CH:4][C:5]([C:28]([F:31])([F:30])[F:29])=[C:6]([CH:27]=1)[CH2:7][N:8]1[CH2:13][CH2:12][NH:11][C:10]2[N:14]=[CH:15][C:16]([C:18]3[CH:26]=[CH:25][C:21]([C:22]([OH:24])=O)=[CH:20][CH:19]=3)=[CH:17][C:9]1=2.[NH2:32][CH2:33][C:34]1[CH:39]=[CH:38][C:37]([C:40]2[CH:45]=[CH:44][CH:43]=[CH:42][CH:41]=2)=[CH:36][CH:35]=1. (5) Given the product [CH3:32][N:30]([CH3:31])[C:21]1([C:24]2[CH:29]=[CH:28][CH:27]=[CH:26][CH:25]=2)[CH2:22][CH2:23][C:15]2([CH2:14][N:13]([CH2:12][CH2:11][C:10]([OH:9])([CH3:34])[CH3:33])[C:17](=[O:18])[CH2:16]2)[CH2:19][CH2:20]1, predict the reactants needed to synthesize it. The reactants are: Cl.[Si]([O:9][C:10]([CH3:34])([CH3:33])[CH2:11][CH2:12][N:13]1[C:17](=[O:18])[CH2:16][C:15]2([CH2:23][CH2:22][C:21]([N:30]([CH3:32])[CH3:31])([C:24]3[CH:29]=[CH:28][CH:27]=[CH:26][CH:25]=3)[CH2:20][CH2:19]2)[CH2:14]1)(C(C)(C)C)(C)C.C(=O)([O-])[O-].[K+].[K+].CC(O)(C)CCO.